Dataset: Forward reaction prediction with 1.9M reactions from USPTO patents (1976-2016). Task: Predict the product of the given reaction. (1) Given the reactants [Cl:1][CH2:2][C:3](Cl)=[O:4].[NH2:6][C:7]1[CH:12]=[CH:11][N:10]=[CH:9][N:8]=1.CCN(CC)CC, predict the reaction product. The product is: [Cl:1][CH2:2][C:3]([NH:6][C:7]1[CH:12]=[CH:11][N:10]=[CH:9][N:8]=1)=[O:4]. (2) Given the reactants Br[C:2]1[CH:3]=[N:4][CH:5]=[C:6]2[C:11]=1[N:10]=[C:9]([CH3:12])[CH:8]=[CH:7]2.[CH3:13][N:14]1[C:18]2[CH:19]=[CH:20][C:21](B3OC(C)(C)C(C)(C)O3)=[CH:22][C:17]=2[CH2:16][S:15]1(=[O:33])=[O:32].C(=O)([O-])[O-].[Na+].[Na+], predict the reaction product. The product is: [CH3:13][N:14]1[C:18]2[CH:19]=[CH:20][C:21]([C:2]3[CH:3]=[N:4][CH:5]=[C:6]4[C:11]=3[N:10]=[C:9]([CH3:12])[CH:8]=[CH:7]4)=[CH:22][C:17]=2[CH2:16][S:15]1(=[O:32])=[O:33]. (3) Given the reactants C(OC([NH:8][CH2:9][C@H:10]1[CH2:15][CH2:14][C@H:13]([C:16]([NH:18][C@H:19]([C:38](=[O:51])[NH:39][C:40]2[CH:45]=[CH:44][C:43]([C:46]3[N:47]=[N:48][NH:49][N:50]=3)=[CH:42][CH:41]=2)[CH2:20][C:21]2[CH:26]=[CH:25][C:24]([C:27]3[CH:32]=[CH:31][C:30]([C:33]([O:35][CH3:36])=[O:34])=[CH:29][C:28]=3[Cl:37])=[CH:23][CH:22]=2)=[O:17])[CH2:12][CH2:11]1)=O)(C)(C)C.Cl, predict the reaction product. The product is: [ClH:37].[NH2:8][CH2:9][C@H:10]1[CH2:11][CH2:12][C@H:13]([C:16]([NH:18][C@H:19]([C:38](=[O:51])[NH:39][C:40]2[CH:41]=[CH:42][C:43]([C:46]3[N:47]=[N:48][NH:49][N:50]=3)=[CH:44][CH:45]=2)[CH2:20][C:21]2[CH:26]=[CH:25][C:24]([C:27]3[CH:32]=[CH:31][C:30]([C:33]([O:35][CH3:36])=[O:34])=[CH:29][C:28]=3[Cl:37])=[CH:23][CH:22]=2)=[O:17])[CH2:14][CH2:15]1. (4) Given the reactants Cl[C:2]1[C:7]([N+:8]([O-:10])=[O:9])=[CH:6][CH:5]=[CH:4][N:3]=1.[OH:11][C:12]1[CH:13]=[N:14][CH:15]=[C:16]([CH:21]=1)[C:17]([O:19][CH3:20])=[O:18].C(=O)([O-])[O-].[K+].[K+], predict the reaction product. The product is: [N+:8]([C:7]1[C:2]([O:11][C:12]2[CH:13]=[N:14][CH:15]=[C:16]([CH:21]=2)[C:17]([O:19][CH3:20])=[O:18])=[N:3][CH:4]=[CH:5][CH:6]=1)([O-:10])=[O:9]. (5) Given the reactants C(=O)([O-])[O-].[K+].[K+].[Br:7][C:8]1[CH:9]=[C:10]([CH:15]=[CH:16][CH:17]=1)[C:11](=[O:14])[CH2:12]Br.[CH2:18]([NH:21][CH2:22][CH:23]=[CH2:24])[CH:19]=[CH2:20], predict the reaction product. The product is: [Br:7][C:8]1[CH:9]=[C:10]([C:11](=[O:14])[CH2:12][N:21]([CH2:22][CH:23]=[CH2:24])[CH2:18][CH:19]=[CH2:20])[CH:15]=[CH:16][CH:17]=1. (6) Given the reactants C(N)C1[O:6]C=CC=1.C1(C)C=CC(S(NC2C=CN([C@@H:22]3[O:29][C@H:26]([CH2:27][OH:28])[C@@H:24]([OH:25])[CH2:23]3)C(=O)N=2)(=O)=O)=CC=1.C(NC1C=CNC(=O)N=1)C1OC=CC=1.[OH2:48], predict the reaction product. The product is: [O:48]=[CH:22][C@@H:23]([C@@H:24]([C@@H:26]([CH2:27][OH:28])[OH:29])[OH:25])[OH:6]. (7) Given the reactants [N+]([O-])([O-])=O.[Ce+3:5].[N+]([O-])([O-])=O.[N+]([O-])([O-])=O.O.[C:15](=[O:18])([OH:17])[O-:16].[NH4+], predict the reaction product. The product is: [C:15](=[O:16])([O-:18])[O-:17].[Ce+3:5].[C:15](=[O:16])([O-:18])[O-:17].[C:15](=[O:16])([O-:18])[O-:17].[Ce+3:5].